From a dataset of Forward reaction prediction with 1.9M reactions from USPTO patents (1976-2016). Predict the product of the given reaction. (1) Given the reactants [O:1]=[C:2]([CH3:10])[CH2:3]P(=O)(OC)OC.[C:11](=[O:14])([O-])[O-:12].[K+].[K+].[CH3:17][C:18]1[CH:23]=CC(S(N=[N+]=[N-])(=O)=O)=C[CH:19]=1.[C:30](O[CH2:34][CH3:35])(=[O:32])[CH3:31].[C:36](#[N:38])[CH3:37], predict the reaction product. The product is: [C:18]([O:12][C:11]([N:38]1[CH2:3][C@H:2]([OH:1])[CH2:10][C@H:36]1[CH2:37][C:34]#[CH:35])=[O:14])([CH3:17])([CH3:19])[CH3:23].[C:18]([O:12][C:11]([N:38]1[CH2:31][C@@H:30]([OH:32])[CH2:37][C@H:36]1[CH2:10][C:2]#[CH:3])=[O:14])([CH3:17])([CH3:19])[CH3:23]. (2) Given the reactants [F:1][C:2]([F:14])([F:13])[O:3][C:4]1[CH:9]=[CH:8][C:7](B(O)O)=[CH:6][CH:5]=1.Cl[C:16]1[CH:25]=[C:24]([C:26]([F:29])([F:28])[F:27])[C:19]([C:20]([O:22][CH3:23])=[O:21])=[CH:18][N:17]=1.[O-]P([O-])([O-])=O.[K+].[K+].[K+], predict the reaction product. The product is: [CH3:23][O:22][C:20](=[O:21])[C:19]1[C:24]([C:26]([F:27])([F:28])[F:29])=[CH:25][C:16]([C:7]2[CH:8]=[CH:9][C:4]([O:3][C:2]([F:14])([F:13])[F:1])=[CH:5][CH:6]=2)=[N:17][CH:18]=1.